This data is from CYP2C19 inhibition data for predicting drug metabolism from PubChem BioAssay. The task is: Regression/Classification. Given a drug SMILES string, predict its absorption, distribution, metabolism, or excretion properties. Task type varies by dataset: regression for continuous measurements (e.g., permeability, clearance, half-life) or binary classification for categorical outcomes (e.g., BBB penetration, CYP inhibition). Dataset: cyp2c19_veith. (1) The drug is CCOC(=O)c1sc(N(Cc2ccccc2)C(=O)CN2C(=O)CN(C)C2=O)nc1C. The result is 1 (inhibitor). (2) The compound is COc1ccccc1NS(=O)(=O)c1cccc(C(=O)OCC(=O)Nc2cc(C)on2)c1. The result is 1 (inhibitor). (3) The compound is O=C(O)c1[nH]c(=O)[nH]c(=O)c1CN1CCCCC1. The result is 0 (non-inhibitor). (4) The molecule is O=C1[C@H]2CC=C3[C@@H]([C@H](O)[C@H]4O[C@@H]4C34OCCCO4)[C@H]2C(=O)N1Cc1ccccc1. The result is 0 (non-inhibitor). (5) The compound is Cc1ncc(CN=Cc2ccc(Cl)cc2)c(N)n1. The result is 0 (non-inhibitor). (6) The compound is Cc1ccc(OCCCC(=O)N2CCOCC2)cc1. The result is 1 (inhibitor). (7) The molecule is CN(C)CCCNc1ncnc2nc[nH]c12. The result is 0 (non-inhibitor). (8) The molecule is CCCCC(=O)NC(=S)Nc1cccc(NC(=O)CC)c1. The result is 1 (inhibitor). (9) The drug is O=C(COc1ccccc1C(=O)N/N=C\c1ccc(O)c(O)c1)N/N=C/c1ccc(O)c(O)c1. The result is 1 (inhibitor).